Task: Predict hERG channel inhibition at various concentrations.. Dataset: hERG Central: cardiac toxicity at 1µM, 10µM, and general inhibition (1) The molecule is Cl.Nc1nonc1C(=O)NCCNCc1ccccc1OCc1ccccc1F. Results: hERG_inhib (hERG inhibition (general)): blocker. (2) The molecule is COc1ccc(S(=O)(=O)N2CCOCC2)cc1C(=O)N(C)CCOc1ccc(Cl)cc1. Results: hERG_inhib (hERG inhibition (general)): blocker. (3) The drug is O=C(c1cc2ccccc2o1)N1CCN(C/C=C/c2ccccc2)CC1. Results: hERG_inhib (hERG inhibition (general)): blocker. (4) The compound is COc1cccc(N2CCN(C(=O)CCSCc3ccccc3F)CC2)c1. Results: hERG_inhib (hERG inhibition (general)): blocker. (5) The molecule is COc1ccc(C(=O)C2CCCN(Cc3cccn3-c3ccccn3)C2)cc1F. Results: hERG_inhib (hERG inhibition (general)): blocker. (6) The compound is COc1cc(C(C)=O)ccc1OCC(O)CN1CCN(c2cc(C)cc(C)c2)CC1. Results: hERG_inhib (hERG inhibition (general)): blocker. (7) The molecule is Cc1ccc(-c2ccc(/C=N/NC(=O)CN3CCCC3)o2)cc1Cl. Results: hERG_inhib (hERG inhibition (general)): blocker. (8) The compound is O=C1C2CCCCN2C(=O)N1CCCCN1CCN(c2cccc(Br)c2)CC1. Results: hERG_inhib (hERG inhibition (general)): blocker.